This data is from Full USPTO retrosynthesis dataset with 1.9M reactions from patents (1976-2016). The task is: Predict the reactants needed to synthesize the given product. Given the product [Cl:8][C:6]1[N:5]=[C:4]([S:9][CH3:10])[N:3]=[C:2]([N:14]([CH3:15])[CH3:11])[CH:7]=1, predict the reactants needed to synthesize it. The reactants are: Cl[C:2]1[CH:7]=[C:6]([Cl:8])[N:5]=[C:4]([S:9][CH3:10])[N:3]=1.[CH:11]([N:14](CC)[CH:15](C)C)(C)C.C(N(CC)CC)C.Cl.CNC.